From a dataset of Catalyst prediction with 721,799 reactions and 888 catalyst types from USPTO. Predict which catalyst facilitates the given reaction. (1) Reactant: FC(F)(F)C(O)=O.[Cl:8][C:9]1[CH:10]=[C:11]2[N:18](COCC[Si](C)(C)C)[C:17]([O:27][C@H:28]3[C@H:32]4[O:33][CH2:34][C@@H:35]([OH:36])[C@H:31]4[O:30][CH2:29]3)=[N:16][C:12]2=[N:13][C:14]=1[I:15].CO. Product: [Cl:8][C:9]1[CH:10]=[C:11]2[NH:18][C:17]([O:27][C@H:28]3[C@H:32]4[O:33][CH2:34][C@@H:35]([OH:36])[C@H:31]4[O:30][CH2:29]3)=[N:16][C:12]2=[N:13][C:14]=1[I:15]. The catalyst class is: 4. (2) Reactant: [Br:1][C:2]1[CH:10]=[CH:9][CH:8]=[C:7]([O:11][CH3:12])[C:3]=1[C:4](O)=[O:5].CSC. Product: [Br:1][C:2]1[CH:10]=[CH:9][CH:8]=[C:7]([O:11][CH3:12])[C:3]=1[CH2:4][OH:5]. The catalyst class is: 1.